Task: Predict the product of the given reaction.. Dataset: Forward reaction prediction with 1.9M reactions from USPTO patents (1976-2016) (1) Given the reactants [C:1]([O:5][C:6]([N:8]1[CH2:12][CH2:11][CH2:10][CH:9]1[C:13]1[NH:14][C:15]([C:18]2[S:22][CH:21]3[CH:23]=[C:24](Br)[S:25][CH:20]3[CH:19]=2)=[CH:16][N:17]=1)=[O:7])([CH3:4])([CH3:3])[CH3:2].[B:27]1([B:27]2[O:31][C:30]([CH3:33])([CH3:32])[C:29]([CH3:35])([CH3:34])[O:28]2)[O:31][C:30]([CH3:33])([CH3:32])[C:29]([CH3:35])([CH3:34])[O:28]1.CC([O-])=O.[K+], predict the reaction product. The product is: [C:1]([O:5][C:6]([N:8]1[CH2:12][CH2:11][CH2:10][CH:9]1[C:13]1[NH:14][C:15]([C:18]2[S:22][CH:21]3[CH:23]=[C:24]([B:27]4[O:31][C:30]([CH3:33])([CH3:32])[C:29]([CH3:35])([CH3:34])[O:28]4)[S:25][CH:20]3[CH:19]=2)=[CH:16][N:17]=1)=[O:7])([CH3:4])([CH3:3])[CH3:2]. (2) The product is: [Br:1][C:2]1[CH:11]=[CH:10][C:5]([C:6]2[N:7]=[C:12]([CH3:13])[O:9][N:8]=2)=[CH:4][CH:3]=1. Given the reactants [Br:1][C:2]1[CH:11]=[CH:10][C:5]([C:6]([NH:8][OH:9])=[NH:7])=[CH:4][CH:3]=1.[C:12](OC(=O)C)(=O)[CH3:13], predict the reaction product. (3) The product is: [F:9][CH2:8][C:4]1[N:3]=[C:2]([C:13]#[C:12][CH2:11][CH2:10][N:14]2[N:18]=[C:17]3[CH:19]=[CH:20][C:21]([CH3:23])=[CH:22][C:16]3=[N:15]2)[CH:7]=[CH:6][CH:5]=1. Given the reactants Br[C:2]1[CH:7]=[CH:6][CH:5]=[C:4]([CH2:8][F:9])[N:3]=1.[CH2:10]([N:14]1[N:18]=[C:17]2[CH:19]=[CH:20][C:21]([CH3:23])=[CH:22][C:16]2=[N:15]1)[CH2:11][C:12]#[CH:13], predict the reaction product. (4) Given the reactants C[O:2][C:3]([C:5]1[N:6]([CH2:13][C:14]2[CH:18]=[C:17]([C:19]3[S:20][C:21]([Cl:24])=[CH:22][CH:23]=3)[O:16][N:15]=2)[C:7]([CH2:10][O:11][CH3:12])=[N:8][CH:9]=1)=[O:4].O.[OH-].[Li+], predict the reaction product. The product is: [Cl:24][C:21]1[S:20][C:19]([C:17]2[O:16][N:15]=[C:14]([CH2:13][N:6]3[C:5]([C:3]([OH:4])=[O:2])=[CH:9][N:8]=[C:7]3[CH2:10][O:11][CH3:12])[CH:18]=2)=[CH:23][CH:22]=1. (5) Given the reactants [CH:1]1([NH:7][C:8]2[N:16]=[C:15]([NH:17][C:18]3[CH:23]=[CH:22][C:21]([N:24]4[CH2:29][CH2:28][NH:27][CH2:26][CH2:25]4)=[CH:20][C:19]=3[O:30][CH3:31])[N:14]=[C:13]3[C:9]=2[N:10]=[CH:11][NH:12]3)[CH2:6][CH2:5][CH2:4][CH2:3][CH2:2]1.CCN=C=NCCCN(C)C.Cl.C1C=CC2N(O)N=NC=2C=1.O.C(N(CC)CC)C.[N:62]1[CH:67]=[CH:66][CH:65]=[CH:64][C:63]=1[C:68](O)=[O:69], predict the reaction product. The product is: [CH:1]1([NH:7][C:8]2[N:16]=[C:15]([NH:17][C:18]3[CH:23]=[CH:22][C:21]([N:24]4[CH2:25][CH2:26][N:27]([C:68]([C:63]5[CH:64]=[CH:65][CH:66]=[CH:67][N:62]=5)=[O:69])[CH2:28][CH2:29]4)=[CH:20][C:19]=3[O:30][CH3:31])[N:14]=[C:13]3[C:9]=2[N:10]=[CH:11][NH:12]3)[CH2:2][CH2:3][CH2:4][CH2:5][CH2:6]1. (6) Given the reactants [CH3:1][N:2]1[C:6]([C:7]([F:10])([F:9])[F:8])=[CH:5][C:4]([OH:11])=[N:3]1.[H-].[Na+].Br[C:15]1[S:16][CH:17]=[CH:18][N:19]=1, predict the reaction product. The product is: [CH3:1][N:2]1[C:6]([C:7]([F:8])([F:9])[F:10])=[CH:5][C:4]([O:11][C:15]2[S:16][CH:17]=[CH:18][N:19]=2)=[N:3]1. (7) The product is: [CH3:18][N:4]1[C:3]([C:19]([N:21]2[CH2:26][CH2:25][CH:24]([N:27]3[CH2:31][CH2:30][CH2:29][CH2:28]3)[CH2:23][CH2:22]2)=[O:20])=[C:2]([C:36]2[CH:37]=[N:32][CH:33]=[N:34][CH:35]=2)[N:6]=[C:5]1[C:7]1[CH:12]=[CH:11][CH:10]=[C:9]([O:13][C:14]([F:17])([F:16])[F:15])[CH:8]=1. Given the reactants I[C:2]1[N:6]=[C:5]([C:7]2[CH:12]=[CH:11][CH:10]=[C:9]([O:13][C:14]([F:17])([F:16])[F:15])[CH:8]=2)[N:4]([CH3:18])[C:3]=1[C:19]([N:21]1[CH2:26][CH2:25][CH:24]([N:27]2[CH2:31][CH2:30][CH2:29][CH2:28]2)[CH2:23][CH2:22]1)=[O:20].[N:32]1[CH:37]=[C:36](B(O)O)[CH:35]=[N:34][CH:33]=1, predict the reaction product. (8) Given the reactants C(=O)([O-])[O-].[K+].[K+].[CH2:7]1[NH:12][C:10](=[O:11])[NH:9][CH2:8]1.Br[CH2:14][C:15]1[CH:24]=[CH:23][C:18]([C:19]([O:21][CH3:22])=[O:20])=[CH:17][CH:16]=1.C(OC(C)C)(C)C, predict the reaction product. The product is: [CH3:22][O:21][C:19]([C:18]1[CH:23]=[CH:24][C:15]([CH2:14][N:9]2[CH2:8][CH2:7][NH:12][C:10]2=[O:11])=[CH:16][CH:17]=1)=[O:20].